Dataset: Full USPTO retrosynthesis dataset with 1.9M reactions from patents (1976-2016). Task: Predict the reactants needed to synthesize the given product. (1) Given the product [C:1]([CH2:3][C:4]([O:6][C:7]([CH3:10])([CH3:9])[CH3:8])=[O:5])#[N:2], predict the reactants needed to synthesize it. The reactants are: [C:1]([CH2:3][C:4]([OH:6])=[O:5])#[N:2].[C:7](O)([CH3:10])([CH3:9])[CH3:8].C1CCC(N=C=NC2CCCCC2)CC1. (2) Given the product [CH2:22]([N:5]([CH2:1][CH2:2][CH2:3][CH3:4])[C:6]1[CH:11]=[CH:10][C:9]([CH:12]=[CH:13][C:14]2[S:18][C:17]([CH:19]=[O:20])=[CH:16][CH:15]=2)=[C:8]([O:21][CH2:26][CH:28]2[CH2:29][O:30]2)[CH:7]=1)[CH2:23][CH2:24][CH3:25], predict the reactants needed to synthesize it. The reactants are: [CH2:1]([N:5]([CH2:22][CH2:23][CH2:24][CH3:25])[C:6]1[CH:11]=[CH:10][C:9]([CH:12]=[CH:13][C:14]2[S:18][C:17]([CH:19]=[O:20])=[CH:16][CH:15]=2)=[C:8]([OH:21])[CH:7]=1)[CH2:2][CH2:3][CH3:4].[CH2:26]([CH:28]1[O:30][CH2:29]1)Br.C(=O)([O-])[O-].[K+].[K+].O. (3) Given the product [C:6]([CH2:7][N:8]1[CH:12]=[CH:11][N:10]=[C:9]1[CH2:13][N:14]([CH2:23][CH2:24][CH2:25][CH2:26][CH2:27][CH2:28][CH2:29][CH2:30][CH2:31][CH2:32][C:33](=[O:68])[NH:34][CH2:35][CH2:36][CH2:37][CH2:38][CH:39]([C:61]([OH:63])=[O:62])[NH:40][C:41](=[O:60])[NH:42][CH:43]([C:53]([OH:55])=[O:54])[CH2:44][CH2:45][C:46]([OH:48])=[O:47])[CH2:15][C:16]([OH:18])=[O:17])([OH:69])=[O:5], predict the reactants needed to synthesize it. The reactants are: C([O:5][C:6](=[O:69])[CH2:7][N:8]1[CH:12]=[CH:11][N:10]=[C:9]1[CH2:13][N:14]([CH2:23][CH2:24][CH2:25][CH2:26][CH2:27][CH2:28][CH2:29][CH2:30][CH2:31][CH2:32][C:33](=[O:68])[NH:34][CH2:35][CH2:36][CH2:37][CH2:38][C@@H:39]([C:61]([O:63]C(C)(C)C)=[O:62])[NH:40][C:41](=[O:60])[NH:42][C@H:43]([C:53]([O:55]C(C)(C)C)=[O:54])[CH2:44][CH2:45][C:46]([O:48]C(C)(C)C)=[O:47])[CH2:15][C:16]([O:18]C(C)(C)C)=[O:17])(C)(C)C.C(Cl)Cl. (4) The reactants are: [C:1]12([NH:11][C:12]3[N:17]=[C:16]([C:18]([F:21])([F:20])[F:19])[C:15]([C:22]([N:24]4[CH2:29][CH2:28][CH:27]([C:30](O)=[O:31])[CH2:26][CH2:25]4)=[O:23])=[CH:14][N:13]=3)[CH2:10][CH:5]3[CH2:6][CH:7]([CH2:9][CH:3]([CH2:4]3)[CH2:2]1)[CH2:8]2.F[P-](F)(F)(F)(F)F.[N:40]1(OC(N(C)C)=[N+](C)C)C2C=CC=CC=2N=N1.C(N(CC)C(C)C)(C)C.N. Given the product [C:1]12([NH:11][C:12]3[N:17]=[C:16]([C:18]([F:19])([F:21])[F:20])[C:15]([C:22]([N:24]4[CH2:25][CH2:26][CH:27]([C:30]([NH2:40])=[O:31])[CH2:28][CH2:29]4)=[O:23])=[CH:14][N:13]=3)[CH2:2][CH:3]3[CH2:4][CH:5]([CH2:6][CH:7]([CH2:9]3)[CH2:8]1)[CH2:10]2, predict the reactants needed to synthesize it. (5) Given the product [F:18][C:15]1[CH:16]=[CH:17][C:12]([C:10]#[C:11][C:2]2[C:7]([NH2:8])=[CH:6][CH:5]=[C:4]([CH3:9])[N:3]=2)=[CH:13][CH:14]=1, predict the reactants needed to synthesize it. The reactants are: Br[C:2]1[C:7]([NH2:8])=[CH:6][CH:5]=[C:4]([CH3:9])[N:3]=1.[C:10]([C:12]1[CH:17]=[CH:16][C:15]([F:18])=[CH:14][CH:13]=1)#[CH:11]. (6) The reactants are: [F:1][C:2]1[CH:7]=[CH:6][CH:5]=[CH:4][C:3]=1B(O)O.[C:11]([O:15][C:16]([N:18]1[CH2:23][CH2:22][C@H:21]([C:24]2[CH:25]=[C:26]3[C:35](=[CH:36][C:37]=2Br)[O:34][CH2:33][C:32]2[N:27]3[C@H:28]([CH3:40])[C:29](=[O:39])[NH:30][N:31]=2)[C@H:20]([CH3:41])[CH2:19]1)=[O:17])([CH3:14])([CH3:13])[CH3:12].C([O-])([O-])=O.[K+].[K+]. Given the product [C:11]([O:15][C:16]([N:18]1[CH2:23][CH2:22][C@H:21]([C:24]2[CH:25]=[C:26]3[C:35](=[CH:36][C:37]=2[C:3]2[CH:4]=[CH:5][CH:6]=[CH:7][C:2]=2[F:1])[O:34][CH2:33][C:32]2[N:27]3[C@H:28]([CH3:40])[C:29](=[O:39])[NH:30][N:31]=2)[C@H:20]([CH3:41])[CH2:19]1)=[O:17])([CH3:14])([CH3:12])[CH3:13], predict the reactants needed to synthesize it. (7) The reactants are: [CH:1]1([C:4]2[N:9]=[C:8]([CH2:10][N:11]3[C:19]4[CH:18]=[CH:17][C:16]([F:20])=[C:15]([C:21]([O:23]C)=[O:22])[C:14]=4[C:13]([CH3:25])=[N:12]3)[CH:7]=[CH:6][CH:5]=2)[CH2:3][CH2:2]1.[OH-].[Li+]. Given the product [CH:1]1([C:4]2[N:9]=[C:8]([CH2:10][N:11]3[C:19]4[CH:18]=[CH:17][C:16]([F:20])=[C:15]([C:21]([OH:23])=[O:22])[C:14]=4[C:13]([CH3:25])=[N:12]3)[CH:7]=[CH:6][CH:5]=2)[CH2:2][CH2:3]1, predict the reactants needed to synthesize it.